Predict the product of the given reaction. From a dataset of Forward reaction prediction with 1.9M reactions from USPTO patents (1976-2016). (1) Given the reactants [C:1]1([C:7]2[O:11][N:10]=[C:9]([C:12]([NH:14][CH2:15][CH2:16][CH2:17][NH:18]C(=O)OC(C)(C)C)=[O:13])[CH:8]=2)[CH:6]=[CH:5][CH:4]=[CH:3][CH:2]=1.C(Cl)Cl.Cl, predict the reaction product. The product is: [NH2:18][CH2:17][CH2:16][CH2:15][NH:14][C:12]([C:9]1[CH:8]=[C:7]([C:1]2[CH:6]=[CH:5][CH:4]=[CH:3][CH:2]=2)[O:11][N:10]=1)=[O:13]. (2) The product is: [CH2:8]([O:12][C:13]1[CH:14]=[C:15]([CH:29]=[C:30]([C:32]2[CH:36]=[CH:35][S:34][CH:33]=2)[CH:31]=1)[C:16]([NH:18][C:19]1[CH:24]=[CH:23][C:22]([C:25]([OH:27])=[O:26])=[CH:21][N:20]=1)=[O:17])[CH:9]([CH3:11])[CH3:10]. Given the reactants [OH-].[Na+].C1COCC1.[CH2:8]([O:12][C:13]1[CH:14]=[C:15]([CH:29]=[C:30]([C:32]2[CH:36]=[CH:35][S:34][CH:33]=2)[CH:31]=1)[C:16]([NH:18][C:19]1[CH:24]=[CH:23][C:22]([C:25]([O:27]C)=[O:26])=[CH:21][N:20]=1)=[O:17])[CH:9]([CH3:11])[CH3:10], predict the reaction product. (3) Given the reactants [NH2:1][C:2]1[CH:7]=[CH:6][C:5]([C:8]2[C:16]3[C:11](=[CH:12][C:13]([F:17])=[CH:14][CH:15]=3)[N:10]([S:18]([C:21]3[CH:26]=[CH:25][CH:24]=[CH:23][CH:22]=3)(=[O:20])=[O:19])[CH:9]=2)=[CH:4][C:3]=1[NH:27][C:28](=O)[CH2:29][Cl:30].NC1C=C(C2C3C(=CC(F)=CC=3)N(S(C3C=CC=CC=3)(=O)=O)C=2)C=CC=1NC(=O)CCl, predict the reaction product. The product is: [Cl:30][CH2:29][C:28]1[NH:1][C:2]2[CH:7]=[CH:6][C:5]([C:8]3[C:16]4[C:11](=[CH:12][C:13]([F:17])=[CH:14][CH:15]=4)[N:10]([S:18]([C:21]4[CH:26]=[CH:25][CH:24]=[CH:23][CH:22]=4)(=[O:19])=[O:20])[CH:9]=3)=[CH:4][C:3]=2[N:27]=1. (4) Given the reactants [Cl:1][C:2]1[CH:7]=[CH:6][N:5]=[C:4]2[CH:8]=[CH:9][S:10][C:3]=12.[Li]CCCC.[CH2:16]([O:18][CH:19]([O:27][CH2:28][CH3:29])[CH2:20][N:21]1[CH:25]=[C:24](I)[N:23]=[CH:22]1)[CH3:17].CC(OC)(C)C, predict the reaction product. The product is: [Cl:1][C:2]1[CH:7]=[CH:6][N:5]=[C:4]2[CH:8]=[C:9]([C:24]3[N:23]=[CH:22][N:21]([CH2:20][CH:19]([O:27][CH2:28][CH3:29])[O:18][CH2:16][CH3:17])[CH:25]=3)[S:10][C:3]=12. (5) The product is: [C:4]([O:3][CH2:1][CH3:2])(=[O:5])[CH3:6].[CH3:4][CH2:6][CH2:7][CH:8]([CH3:9])[CH3:13]. Given the reactants [CH2:1]([O:3][C:4]([C:6]1N[C:9]2=CN=C(Br)[CH:13]=[C:8]2[CH:7]=1)=[O:5])[CH3:2].C(NC(C)C)(C)C.C[Si](C#C)(C)C, predict the reaction product.